Dataset: Forward reaction prediction with 1.9M reactions from USPTO patents (1976-2016). Task: Predict the product of the given reaction. (1) Given the reactants [Cl:1][C:2]1[CH:7]=[CH:6][C:5]([NH:8][CH:9]([C:13]2[CH:18]=[CH:17][CH:16]=[CH:15][CH:14]=2)[C:10]([OH:12])=[O:11])=[CH:4][CH:3]=1.C1CCC(N=C=NC2CCCCC2)CC1.C1C=CC2N(O)N=NC=2C=1.[N:44]12[CH2:51][CH2:50][CH:47]([CH2:48][CH2:49]1)[C@@H:46](O)[CH2:45]2, predict the reaction product. The product is: [Cl:1][C:2]1[CH:7]=[CH:6][C:5]([NH:8][CH:9]([C:13]2[CH:14]=[CH:15][CH:16]=[CH:17][CH:18]=2)[C:10]([O:12][C@@H:46]2[CH:47]3[CH2:50][CH2:51][N:44]([CH2:49][CH2:48]3)[CH2:45]2)=[O:11])=[CH:4][CH:3]=1. (2) Given the reactants [CH:1]1([N:4]2[CH2:7][CH:6]([C:8]([O:10]CC)=[O:9])[CH2:5]2)[CH2:3][CH2:2]1.[OH-].[Na+].Cl, predict the reaction product. The product is: [CH:1]1([N:4]2[CH2:7][CH:6]([C:8]([OH:10])=[O:9])[CH2:5]2)[CH2:3][CH2:2]1. (3) Given the reactants [C:1]1([S:7]([N:10]2[C:14]3[N:15]=[CH:16][N:17]=[C:18]([CH:19]4[CH2:23][CH2:22][CH2:21][CH2:20]4)[C:13]=3[C:12](I)=[CH:11]2)(=[O:9])=[O:8])[CH:6]=[CH:5][CH:4]=[CH:3][CH:2]=1.C([Mg]Cl)(C)C.[C:30]([O:34][C:35](=[O:56])[N:36]([C:48]1[CH:53]=[CH:52][C:51]([CH:54]=[O:55])=[CH:50][N:49]=1)[CH2:37][C:38]1[CH:39]=[N:40][C:41]([C:44]([F:47])([F:46])[F:45])=[CH:42][CH:43]=1)([CH3:33])([CH3:32])[CH3:31].Cl, predict the reaction product. The product is: [C:30]([O:34][C:35](=[O:56])[N:36]([C:48]1[CH:53]=[CH:52][C:51]([CH:54]([C:12]2[C:13]3[C:18]([CH:19]4[CH2:23][CH2:22][CH2:21][CH2:20]4)=[N:17][CH:16]=[N:15][C:14]=3[N:10]([S:7]([C:1]3[CH:6]=[CH:5][CH:4]=[CH:3][CH:2]=3)(=[O:9])=[O:8])[CH:11]=2)[OH:55])=[CH:50][N:49]=1)[CH2:37][C:38]1[CH:39]=[N:40][C:41]([C:44]([F:47])([F:45])[F:46])=[CH:42][CH:43]=1)([CH3:33])([CH3:31])[CH3:32]. (4) The product is: [Br:1][CH2:2][C:3]([N:6]1[CH2:10][CH2:9][CH2:8][C@H:7]1[C:11]#[N:12])=[O:4]. Given the reactants [Br:1][CH2:2][C:3](Br)=[O:4].[NH:6]1[CH2:10][CH2:9][CH2:8][C@H:7]1[C:11]#[N:12].N1C=CC=CC=1, predict the reaction product.